This data is from Forward reaction prediction with 1.9M reactions from USPTO patents (1976-2016). The task is: Predict the product of the given reaction. (1) The product is: [CH:33]1([NH:29][C:34]([NH:14][CH2:13][C@H:11]2[CH2:10][C@@H:9]([C:15]([N:17]3[CH2:21][CH2:20][S:19][CH2:18]3)=[O:16])[NH:8][CH2:12]2)=[O:35])[CH2:32][CH2:31][CH2:30][CH2:22]1. Given the reactants C(OC([N:8]1[CH2:12][C@@H:11]([CH2:13][NH2:14])[CH2:10][C@H:9]1[C:15]([N:17]1[CH2:21][CH2:20][S:19][CH2:18]1)=[O:16])=O)(C)(C)C.[CH2:22](N(CC)CC)C.[N:29]1([C:34](Cl)=[O:35])[CH2:33][CH2:32][CH2:31][CH2:30]1.FC(F)(F)C(O)=O, predict the reaction product. (2) Given the reactants [CH2:1]([N:3]1[CH2:8][CH2:7][N:6]([C:9]2[CH:14]=[CH:13][C:12]([N+:15]([O-])=O)=[C:11]([O:18][CH3:19])[CH:10]=2)[CH2:5][CH2:4]1)[CH3:2], predict the reaction product. The product is: [CH2:1]([N:3]1[CH2:4][CH2:5][N:6]([C:9]2[CH:14]=[CH:13][C:12]([NH2:15])=[C:11]([O:18][CH3:19])[CH:10]=2)[CH2:7][CH2:8]1)[CH3:2].